Dataset: Full USPTO retrosynthesis dataset with 1.9M reactions from patents (1976-2016). Task: Predict the reactants needed to synthesize the given product. (1) Given the product [Cl:36][C:37]1[N:38]=[C:39]([C:9]2[CH:30]=[CH:29][C:12]([O:13][CH2:14][CH2:15][CH:16]3[CH2:17][CH2:18][N:19]([C:22]([O:24][C:25]([CH3:27])([CH3:26])[CH3:28])=[O:23])[CH2:20][CH2:21]3)=[C:11]([C:31]([F:32])([F:34])[F:33])[CH:10]=2)[C:40]2[CH:45]=[CH:44][NH:43][C:41]=2[N:42]=1, predict the reactants needed to synthesize it. The reactants are: CC1(C)C(C)(C)OB([C:9]2[CH:30]=[CH:29][C:12]([O:13][CH2:14][CH2:15][CH:16]3[CH2:21][CH2:20][N:19]([C:22]([O:24][C:25]([CH3:28])([CH3:27])[CH3:26])=[O:23])[CH2:18][CH2:17]3)=[C:11]([C:31]([F:34])([F:33])[F:32])[CH:10]=2)O1.[Cl:36][C:37]1[N:38]=[C:39](Cl)[C:40]2[CH:45]=[CH:44][NH:43][C:41]=2[N:42]=1.O1CCOCC1.O. (2) Given the product [Cl:1][C:2]1[CH:3]=[C:4]([N:9]2[C:18](=[O:19])[C:17]3[C:12](=[CH:13][CH:14]=[CH:15][CH:16]=3)[N:11]=[C:10]2[S:20][CH2:22][C:23]([NH:25][C:26]2[S:27][CH:28]=[C:29]([CH3:31])[N:30]=2)=[O:24])[CH:5]=[CH:6][C:7]=1[Cl:8], predict the reactants needed to synthesize it. The reactants are: [Cl:1][C:2]1[CH:3]=[C:4]([N:9]2[C:18](=[O:19])[C:17]3[C:12](=[CH:13][CH:14]=[CH:15][CH:16]=3)[N:11]=[C:10]2[SH:20])[CH:5]=[CH:6][C:7]=1[Cl:8].Cl[CH2:22][C:23]([NH:25][C:26]1[S:27][CH:28]=[C:29]([CH3:31])[N:30]=1)=[O:24]. (3) The reactants are: [NH2:1][C:2]([O:4][CH2:5][CH3:6])=[O:3].[N-]=[C:8]=[O:9].[N-]=C=[O:12].C1(CC2C=CC=CC=2)C=CC=CC=1. Given the product [C:8]([OH:9])(=[O:12])[CH:5]=[CH2:6].[NH2:1][C:2]([O:4][CH2:5][CH3:6])=[O:3], predict the reactants needed to synthesize it. (4) Given the product [Cl:1][C:2]1[CH:3]=[C:4]([C:8]2[C:13]([O:14][CH3:15])=[CH:12][CH:11]=[C:10]([CH2:16][C:17]3[CH:18]=[CH:19][C:20]([NH:23][S:26]([CH3:25])(=[O:28])=[O:27])=[N:21][CH:22]=3)[C:9]=2[F:24])[CH:5]=[CH:6][CH:7]=1, predict the reactants needed to synthesize it. The reactants are: [Cl:1][C:2]1[CH:3]=[C:4]([C:8]2[C:13]([O:14][CH3:15])=[CH:12][CH:11]=[C:10]([CH2:16][C:17]3[CH:18]=[CH:19][C:20]([NH2:23])=[N:21][CH:22]=3)[C:9]=2[F:24])[CH:5]=[CH:6][CH:7]=1.[CH3:25][S:26](Cl)(=[O:28])=[O:27].Cl. (5) Given the product [CH3:1][O:2][C:3](=[O:23])[C:4]1[CH:9]=[C:8]([CH:10]2[C:36]3[C:37](=[O:39])[CH2:38][CH:33]([CH2:30][CH2:31][CH3:32])[CH2:34][C:35]=3[NH:29][C:25]([CH3:24])=[C:26]2[C:27]#[N:28])[CH:7]=[C:6]([Br:12])[C:5]=1[O:13][CH2:14][C:15]1[CH:20]=[CH:19][CH:18]=[C:17]([O:21][CH3:22])[CH:16]=1, predict the reactants needed to synthesize it. The reactants are: [CH3:1][O:2][C:3](=[O:23])[C:4]1[CH:9]=[C:8]([CH:10]=O)[CH:7]=[C:6]([Br:12])[C:5]=1[O:13][CH2:14][C:15]1[CH:20]=[CH:19][CH:18]=[C:17]([O:21][CH3:22])[CH:16]=1.[CH3:24]/[C:25](/[NH2:29])=[CH:26]\[C:27]#[N:28].[CH2:30]([CH:33]1[CH2:38][C:37](=[O:39])[CH2:36][C:35](=O)[CH2:34]1)[CH2:31][CH3:32]. (6) Given the product [OH:8][C@@H:9]1[C@@:26]2([CH3:27])[C:13](=[CH:14][CH:15]=[C:16]3[C@@H:25]2[CH2:24][CH2:23][C@@:21]2([CH3:22])[C@H:17]3[CH2:18][CH:19]=[C:20]2[CH2:28][O:29][CH2:30][CH2:31][CH2:32][C:33]([OH:36])([CH3:35])[CH3:34])[CH2:12][C@@H:11]([OH:44])[CH2:10]1, predict the reactants needed to synthesize it. The reactants are: [Si]([O:8][C@@H:9]1[C@@:26]2([CH3:27])[C:13](=[CH:14][CH:15]=[C:16]3[C@@H:25]2[CH2:24][CH2:23][C@@:21]2([CH3:22])[C@H:17]3[CH2:18][CH:19]=[C:20]2[CH2:28][O:29][CH2:30][CH2:31][CH2:32][C:33]([O:36][Si](CC)(CC)CC)([CH3:35])[CH3:34])[CH2:12][C@@H:11]([O:44][Si](C(C)(C)C)(C)C)[CH2:10]1)(C(C)(C)C)(C)C.O1CCCC1.[F-].C([N+](CCCC)(CCCC)CCCC)CCC.